From a dataset of Forward reaction prediction with 1.9M reactions from USPTO patents (1976-2016). Predict the product of the given reaction. (1) Given the reactants [NH2:1][C:2]1[S:3][CH:4]=[C:5]([C:7]2[CH:12]=[CH:11][CH:10]=[CH:9][CH:8]=2)[N:6]=1.[C:13]1(=[O:23])[O:18][C:16](=[O:17])[C:15]2=[CH:19][CH:20]=[CH:21][CH:22]=[C:14]12, predict the reaction product. The product is: [C:7]1([C:5]2[N:6]=[C:2]([NH:1][C:13]([C:14]3[CH:22]=[CH:21][CH:20]=[CH:19][C:15]=3[C:16]([OH:18])=[O:17])=[O:23])[S:3][CH:4]=2)[CH:12]=[CH:11][CH:10]=[CH:9][CH:8]=1. (2) Given the reactants F[C:2]1[C:7]([C:8]2[N:16]=[C:15]([CH3:17])[N:14]=[C:13]3[C:9]=2[N:10]=[CH:11][N:12]3C2CCCCO2)=[CH:6][CH:5]=[CH:4][N:3]=1.N[C:25]1[NH:26][C:27]2[C:32]([CH:33]=1)=[CH:31][CH:30]=[CH:29][CH:28]=2.Cl.[NH3:35], predict the reaction product. The product is: [CH3:17][C:15]1[N:14]=[C:13]2[C:9]([N:10]=[CH:11][NH:12]2)=[C:8]([C:7]2[C:2]([NH:35][C:31]3[C:32]4[CH:33]=[CH:25][NH:26][C:27]=4[CH:28]=[CH:29][CH:30]=3)=[N:3][CH:4]=[CH:5][CH:6]=2)[N:16]=1. (3) Given the reactants C(OC([N:8]1[CH2:17][CH2:16][C:15]2[C:11](=[C:12](OS(C(F)(F)F)(=O)=O)[N:13]([CH:18]([CH3:20])[CH3:19])[N:14]=2)[CH2:10][CH2:9]1)=O)(C)(C)C.[F:29][C:30]([F:41])([F:40])[C:31]1[CH:36]=[CH:35][C:34](B(O)O)=[CH:33][CH:32]=1, predict the reaction product. The product is: [CH:18]([N:13]1[C:12]([C:34]2[CH:35]=[CH:36][C:31]([C:30]([F:41])([F:40])[F:29])=[CH:32][CH:33]=2)=[C:11]2[C:15]([CH2:16][CH2:17][NH:8][CH2:9][CH2:10]2)=[N:14]1)([CH3:19])[CH3:20]. (4) Given the reactants CCCC[N+](CCCC)(CCCC)CCCC.[F-].C1COCC1.C[Si]([C:28]#[C:29][C:30]1[CH:35]=[CH:34][CH:33]=[CH:32][C:31]=1[CH2:36][C:37]([NH2:39])=[O:38])(C)C.C(O)(=O)C.C([O-])(O)=O.[Na+], predict the reaction product. The product is: [C:29]([C:30]1[CH:35]=[CH:34][CH:33]=[CH:32][C:31]=1[CH2:36][C:37]([NH2:39])=[O:38])#[CH:28]. (5) The product is: [CH3:19][O:18][C:11]1[CH:12]=[CH:13][CH:14]=[C:15]([O:16][CH3:17])[C:10]=1[CH:2]1[N:1]([CH2:31][C:28]2[CH:27]=[C:26]([C:20]3[CH:21]=[CH:22][CH:23]=[CH:24][CH:25]=3)[O:30][N:29]=2)[C:6](=[O:8])[CH2:5][CH2:4][CH2:3]1. Given the reactants [NH2:1][CH:2]([C:10]1[C:15]([O:16][CH3:17])=[CH:14][CH:13]=[CH:12][C:11]=1[O:18][CH3:19])[CH2:3][CH2:4][CH2:5][C:6]([O:8]C)=O.[C:20]1([C:26]2[O:30][N:29]=[C:28]([CH:31]=O)[CH:27]=2)[CH:25]=[CH:24][CH:23]=[CH:22][CH:21]=1, predict the reaction product. (6) Given the reactants [NH:1]1[CH:5]=[C:4]([C:6]([O:8][CH3:9])=[O:7])[N:3]=[CH:2]1.[F:10][C:11]([F:21])([F:20])[C:12]1[CH:19]=[CH:18][C:15]([CH2:16]O)=[CH:14][CH:13]=1.C1(P(C2C=CC=CC=2)C2C=CC=CC=2)C=CC=CC=1.C1(C)C=CC=CC=1.N(C(OC(C)C)=O)=NC(OC(C)C)=O, predict the reaction product. The product is: [F:10][C:11]([F:20])([F:21])[C:12]1[CH:19]=[CH:18][C:15]([CH2:16][N:3]2[C:4]([C:6]([O:8][CH3:9])=[O:7])=[CH:5][N:1]=[CH:2]2)=[CH:14][CH:13]=1. (7) The product is: [F:17][C:18]1[CH:19]=[C:20]([CH:24]=[C:25]([F:27])[CH:26]=1)[C:21]([NH2:1])=[O:22]. Given the reactants [NH2:1][C@@H]1C2CCN(CC2)[C@H]1CC1C=NC=CC=1.[F:17][C:18]1[CH:19]=[C:20]([CH:24]=[C:25]([F:27])[CH:26]=1)[C:21](O)=[O:22].C(N(CC)CC)C, predict the reaction product. (8) Given the reactants [Cl:1][C:2]1[CH:7]=[C:6]([CH3:8])[CH:5]=[CH:4][C:3]=1[NH:9][C:10]1[N:15]=[CH:14][C:13]2[C:16]([CH2:29][N:30](C)[C:31](=O)OC(C)(C)C)=[CH:17][N:18]([S:19]([C:22]3[CH:27]=[CH:26][CH:25]=[C:24]([F:28])[CH:23]=3)(=[O:21])=[O:20])[C:12]=2[CH:11]=1, predict the reaction product. The product is: [ClH:1].[Cl:1][C:2]1[CH:7]=[C:6]([CH3:8])[CH:5]=[CH:4][C:3]=1[NH:9][C:10]1[N:15]=[CH:14][C:13]2[C:16]([CH2:29][NH:30][CH3:31])=[CH:17][N:18]([S:19]([C:22]3[CH:27]=[CH:26][CH:25]=[C:24]([F:28])[CH:23]=3)(=[O:21])=[O:20])[C:12]=2[CH:11]=1.